This data is from Peptide-MHC class II binding affinity with 134,281 pairs from IEDB. The task is: Regression. Given a peptide amino acid sequence and an MHC pseudo amino acid sequence, predict their binding affinity value. This is MHC class II binding data. (1) The peptide sequence is FDREFTFGWDELLSK. The MHC is HLA-DPA10301-DPB10402 with pseudo-sequence HLA-DPA10301-DPB10402. The binding affinity (normalized) is 0.470. (2) The peptide sequence is IFSKNLNIKLNMPLY. The MHC is HLA-DPA10201-DPB11401 with pseudo-sequence HLA-DPA10201-DPB11401. The binding affinity (normalized) is 0.399. (3) The peptide sequence is KCYKLEHPVTGCG. The MHC is DRB1_1101 with pseudo-sequence DRB1_1101. The binding affinity (normalized) is 0.362. (4) The peptide sequence is FLTGPLNFTGPCKGD. The MHC is DRB1_0101 with pseudo-sequence DRB1_0101. The binding affinity (normalized) is 0.425. (5) The peptide sequence is GELQIVDSIDAAFKI. The MHC is DRB1_1201 with pseudo-sequence DRB1_1201. The binding affinity (normalized) is 0.671. (6) The peptide sequence is ESTGGAYDTYKSIPS. The MHC is DRB1_1201 with pseudo-sequence DRB1_1201. The binding affinity (normalized) is 0. (7) The peptide sequence is MYLGTCKTLTPLMSS. The MHC is HLA-DQA10101-DQB10501 with pseudo-sequence HLA-DQA10101-DQB10501. The binding affinity (normalized) is 0.